This data is from Full USPTO retrosynthesis dataset with 1.9M reactions from patents (1976-2016). The task is: Predict the reactants needed to synthesize the given product. (1) Given the product [C:20]1([C@H:19]([NH:26][C:5]([C:4]2[CH:8]=[CH:9][C:10]([CH3:11])=[C:2]([Br:1])[CH:3]=2)=[O:7])[CH3:18])[CH:25]=[CH:24][CH:23]=[CH:22][CH:21]=1, predict the reactants needed to synthesize it. The reactants are: [Br:1][C:2]1[CH:3]=[C:4]([CH:8]=[CH:9][C:10]=1[CH3:11])[C:5]([OH:7])=O.C(Cl)(=O)C(Cl)=O.[CH3:18][C@@H:19]([NH2:26])[C:20]1[CH:25]=[CH:24][CH:23]=[CH:22][CH:21]=1.BrC1C=C(C=CC=1C)C(Cl)=O. (2) Given the product [N:2](=[CH:5][C:6]([NH:26][C:23]1[CH:24]=[CH:25][C:20]([O:19][CH3:18])=[CH:21][CH:22]=1)=[O:8])[OH:3], predict the reactants needed to synthesize it. The reactants are: Cl.[NH2:2][OH:3].Cl[C:5](Cl)(Cl)[CH:6]([OH:8])O.S([O-])([O-])(=O)=O.[Na+].[Na+].[CH3:18][O:19][C:20]1[CH:25]=[CH:24][C:23]([NH2:26])=[CH:22][CH:21]=1.Cl. (3) The reactants are: [N+:1]([C:4]1[CH:18]=[CH:17][C:7]([CH2:8][O:9][C:10]([NH:12][CH2:13][CH2:14][CH2:15][OH:16])=[O:11])=[CH:6][CH:5]=1)([O-:3])=[O:2].OCCCNC1C=CC=C[N+]=1[O-].O[C:32]1[CH:49]=[CH:48][C:35]2[CH2:36][CH:37]([CH2:43][C:44]([O:46][CH3:47])=[O:45])[C:38](=[O:42])[N:39]([CH3:41])[CH2:40][C:34]=2[CH:33]=1.OC1C=CC2CC(CC(OC)=O)C(=O)NCC=2C=1. Given the product [N+:1]([C:4]1[CH:5]=[CH:6][C:7]([CH2:8][O:9][C:10]([NH:12][CH2:13][CH2:14][CH2:15][O:16][C:32]2[CH:49]=[CH:48][C:35]3[CH2:36][CH:37]([CH2:43][C:44]([O:46][CH3:47])=[O:45])[C:38](=[O:42])[N:39]([CH3:41])[CH2:40][C:34]=3[CH:33]=2)=[O:11])=[CH:17][CH:18]=1)([O-:3])=[O:2], predict the reactants needed to synthesize it. (4) Given the product [Br:1][C:2]1[S:3][C:4]([NH:32][C:33](=[O:39])[O:34][C:35]([CH3:37])([CH3:38])[CH3:36])=[C:5]([C:7](=[O:31])[NH:8][C:9]2[CH:10]=[N:11][N:12]([CH3:30])[C:13]=2[C@@H:14]2[CH2:15][CH2:16][C@@H:17]([NH:22][C:23]([O:25][C:26]([CH3:27])([CH3:29])[CH3:28])=[O:24])[C@H:19]([O:43][CH3:42])[CH2:18][O:21]2)[N:6]=1, predict the reactants needed to synthesize it. The reactants are: [Br:1][C:2]1[S:3][C:4]([NH:32][C:33](=[O:39])[O:34][C:35]([CH3:38])([CH3:37])[CH3:36])=[C:5]([C:7](=[O:31])[NH:8][C:9]2[CH:10]=[N:11][N:12]([CH3:30])[C:13]=2[C:14]23[O:21][CH:18]([CH2:19]C2)[CH:17]([NH:22][C:23]([O:25][C:26]([CH3:29])([CH3:28])[CH3:27])=[O:24])[CH2:16][CH2:15]3)[N:6]=1.F[C@H]1[C@H](NC(=O)OC(C)(C)C)CC[C@@H](C2N(C)N=CC=2[N+]([O-])=O)[O:43][CH2:42]1.CO[C@H]1[C@H](NC(=O)OC(C)(C)C)CC[C@@H](C2N(C)N=CC=2[N+]([O-])=O)OC1. (5) Given the product [S:31]1[C:27]2[CH:26]=[CH:25][CH:24]=[C:23]([O:22][C:19]3[CH:20]=[CH:21][C:16]([NH:15][C:13]4[C:14]5[N:6]([CH2:5][CH2:4][NH:3][C:37]([C:34]6([OH:33])[CH2:36][CH2:35]6)=[O:38])[CH:7]=[CH:8][C:9]=5[N:10]=[CH:11][N:12]=4)=[CH:17][C:18]=3[Cl:32])[C:28]=2[CH:29]=[N:30]1, predict the reactants needed to synthesize it. The reactants are: Cl.Cl.[NH2:3][CH2:4][CH2:5][N:6]1[C:14]2[C:13]([NH:15][C:16]3[CH:21]=[CH:20][C:19]([O:22][C:23]4[C:28]5[CH:29]=[N:30][S:31][C:27]=5[CH:26]=[CH:25][CH:24]=4)=[C:18]([Cl:32])[CH:17]=3)=[N:12][CH:11]=[N:10][C:9]=2[CH:8]=[CH:7]1.[OH:33][C:34]1([C:37](O)=[O:38])[CH2:36][CH2:35]1.ON1C2C=CC=CC=2N=N1.Cl.C(N=C=NCCCN(C)C)C.